Dataset: Catalyst prediction with 721,799 reactions and 888 catalyst types from USPTO. Task: Predict which catalyst facilitates the given reaction. (1) Reactant: Cl.[NH2:2][CH2:3][CH2:4][N:5]1[CH2:10][CH2:9][CH2:8][CH:7]([N:11]2[C:22]3=[C:23]4[C:18](=[CH:19][CH:20]=[CH:21]3)[CH:17]=[N:16][CH:15]=[C:14]4[CH2:13][CH2:12]2)[CH2:6]1.C(N(CC)C(C)C)(C)C.[C:33](OC(=O)C)(=[O:35])[CH3:34]. Product: [NH:2]([CH2:3][CH2:4][N:5]1[CH2:10][CH2:9][CH2:8][CH:7]([N:11]2[C:22]3=[C:23]4[C:18](=[CH:19][CH:20]=[CH:21]3)[CH:17]=[N:16][CH:15]=[C:14]4[CH2:13][CH2:12]2)[CH2:6]1)[C:33]([CH3:34])=[O:35]. The catalyst class is: 46. (2) Reactant: C(N(C(C)C)CC)(C)C.CN(C(ON1N=NC2C=CC=CC1=2)=[N+](C)C)C.F[P-](F)(F)(F)(F)F.[CH3:34][N:35]1[CH2:40][CH2:39][N:38]([CH:41]2[CH2:46][CH2:45][NH:44][CH2:43][CH2:42]2)[CH2:37][CH2:36]1.[CH2:47]([O:49][C:50](=[O:62])[CH2:51][N:52]1[CH:56]=[CH:55][N:54]=[C:53]1[CH2:57][CH2:58][C:59](O)=[O:60])[CH3:48]. Product: [CH3:34][N:35]1[CH2:40][CH2:39][N:38]([CH:41]2[CH2:46][CH2:45][N:44]([C:59](=[O:60])[CH2:58][CH2:57][C:53]3[N:52]([CH2:51][C:50]([O:49][CH2:47][CH3:48])=[O:62])[CH:56]=[CH:55][N:54]=3)[CH2:43][CH2:42]2)[CH2:37][CH2:36]1. The catalyst class is: 4. (3) Product: [F:3][C:4]1[C:5]([OH:7])=[N:23][C:22]([N:19]2[CH2:20][CH2:21][O:16][CH2:17][CH2:18]2)=[N:24][C:10]=1[OH:12]. The catalyst class is: 14. Reactant: [H-].[Na+].[F:3][CH:4]([C:10]([O:12]CC)=O)[C:5]([O:7]CC)=O.Br.[O:16]1[CH2:21][CH2:20][N:19]([C:22]([NH2:24])=[NH:23])[CH2:18][CH2:17]1.